From a dataset of Cav3 T-type calcium channel HTS with 100,875 compounds. Binary Classification. Given a drug SMILES string, predict its activity (active/inactive) in a high-throughput screening assay against a specified biological target. (1) The result is 0 (inactive). The drug is O1C(CCC1)COC(=O)C=1C(NC(=O)NC1C)c1cc(OC)c(O)cc1. (2) The molecule is O=C1N(C(C(C1)C(O)=O)c1ccc(OC)cc1)c1ccc(OC)cc1. The result is 0 (inactive). (3) The compound is O1CCN(CCN2C(C(=C(O)C2=O)C(=O)c2oc3c(c2)cccc3)c2oc(cc2)C)CC1. The result is 0 (inactive).